Dataset: Reaction yield outcomes from USPTO patents with 853,638 reactions. Task: Predict the reaction yield, written as a fraction of the theoretical maximum amount of product (1.0 means a 100% yield; for example, 0.34 means a 34% yield). (1) The catalyst is C(Cl)Cl. The reactants are [CH:1]1[N:5]=[CH:4][N:3]([C:6]([N:8]2C=N[CH:10]=[CH:9]2)=[O:7])[CH:2]=1.Cl.N[C@H]1C2[C:18](=[C:19]([C:24]3[S:28][C:27]([C:29]4[CH:30]=[CH:31][C:32]([O:37][CH:38]([CH3:40])[CH3:39])=[C:33]([CH:36]=4)[C:34]#[N:35])=[N:26][N:25]=3)[CH:20]=[CH:21][CH:22]=2)[CH2:17][CH2:16]1.[CH3:41][CH2:42]N(CC)CC.Cl.N1CC(O)[CH2:50]1. The yield is 0.620. The product is [C:34]([C:33]1[CH:36]=[C:29]([C:27]2[S:28][C:24]([C:19]3[CH:20]=[CH:21][CH:22]=[C:10]4[C:18]=3[CH2:17][CH2:16][C@H:9]4[NH:8][C:6]([N:3]3[CH2:42][CH2:41][C@@H:1]([N:5]([CH3:4])[CH3:50])[CH2:2]3)=[O:7])=[N:25][N:26]=2)[CH:30]=[CH:31][C:32]=1[O:37][CH:38]([CH3:39])[CH3:40])#[N:35]. (2) The reactants are Cl.[CH2:2]([N:5]1[C@@H:10]([CH3:11])[CH2:9][N:8]([C@@H:12]([C:25]2[CH:30]=[CH:29][CH:28]=[C:27]([O:31][Si](C(C)(C)C)(C)C)[CH:26]=2)[C:13]2[CH:18]=[CH:17][C:16]([S:19]([N:22]([CH3:24])[CH3:23])(=[O:21])=[O:20])=[CH:15][CH:14]=2)[C@H:7]([CH3:39])[CH2:6]1)[CH:3]=[CH2:4].O. The catalyst is O1CCCC1. The product is [CH2:2]([N:5]1[C@@H:10]([CH3:11])[CH2:9][N:8]([C@@H:12]([C:25]2[CH:30]=[CH:29][CH:28]=[C:27]([OH:31])[CH:26]=2)[C:13]2[CH:14]=[CH:15][C:16]([S:19]([N:22]([CH3:24])[CH3:23])(=[O:20])=[O:21])=[CH:17][CH:18]=2)[C@H:7]([CH3:39])[CH2:6]1)[CH:3]=[CH2:4]. The yield is 0.700. (3) The reactants are Br[C:2]1[C:3](=[O:17])[C:4]([CH3:16])([CH3:15])[O:5][C:6]=1[C:7]1[CH:12]=[CH:11][C:10]([O:13][CH3:14])=[CH:9][CH:8]=1.[CH2:18]([O:25][C:26]1[CH:31]=[CH:30][C:29](B2OC(C)(C)C(C)(C)O2)=[CH:28][CH:27]=1)[C:19]1[CH:24]=[CH:23][CH:22]=[CH:21][CH:20]=1.C([O-])([O-])=O.[Cs+].[Cs+]. The catalyst is C1(C)C=CC=CC=1.O.[Pd]. The product is [CH2:18]([O:25][C:26]1[CH:31]=[CH:30][C:29]([C:2]2[C:3](=[O:17])[C:4]([CH3:16])([CH3:15])[O:5][C:6]=2[C:7]2[CH:12]=[CH:11][C:10]([O:13][CH3:14])=[CH:9][CH:8]=2)=[CH:28][CH:27]=1)[C:19]1[CH:24]=[CH:23][CH:22]=[CH:21][CH:20]=1. The yield is 0.730. (4) The reactants are [Cl:1][C:2]1[CH:21]=[CH:20][C:5]([CH2:6][N:7]2[C:15]3[C:10](=[CH:11][C:12]([N+:16]([O-])=O)=[CH:13][CH:14]=3)[CH:9]=[C:8]2[CH3:19])=[CH:4][CH:3]=1.[H-].[Al+3].[Li+].[H-].[H-].[H-]. The catalyst is O1CCCC1. The product is [Cl:1][C:2]1[CH:21]=[CH:20][C:5]([CH2:6][N:7]2[C:15]3[C:10](=[CH:11][C:12]([NH2:16])=[CH:13][CH:14]=3)[CH:9]=[C:8]2[CH3:19])=[CH:4][CH:3]=1. The yield is 0.890. (5) The reactants are [NH:1]1[C:9]2[C:4](=[CH:5][C:6]([C:10]([N:12]3[CH2:18][C:17]4([CH3:20])[CH2:19][CH:13]3[CH2:14][C:15]([CH3:22])([CH3:21])[CH2:16]4)=[O:11])=[CH:7][CH:8]=2)[CH:3]=[CH:2]1.[OH-].[K+].[I:25]I. The catalyst is CN(C=O)C. The product is [I:25][C:3]1[C:4]2[C:9](=[CH:8][CH:7]=[C:6]([C:10]([N:12]3[CH2:18][C:17]4([CH3:20])[CH2:19][CH:13]3[CH2:14][C:15]([CH3:22])([CH3:21])[CH2:16]4)=[O:11])[CH:5]=2)[NH:1][CH:2]=1. The yield is 0.830. (6) The reactants are [C:1]([NH:4][C@H:5]([CH2:10][C:11]1[CH:16]=[CH:15][C:14]([OH:17])=[CH:13][CH:12]=1)[C:6]([O:8][CH3:9])=[O:7])(=[O:3])[CH3:2].C([O-])([O-])=O.[K+].[K+].[CH2:24](Br)[CH:25]=[CH2:26]. The catalyst is CN(C=O)C. The product is [C:1]([NH:4][C@H:5]([CH2:10][C:11]1[CH:16]=[CH:15][C:14]([O:17][CH2:26][CH:25]=[CH2:24])=[CH:13][CH:12]=1)[C:6]([O:8][CH3:9])=[O:7])(=[O:3])[CH3:2]. The yield is 0.850.